Dataset: Forward reaction prediction with 1.9M reactions from USPTO patents (1976-2016). Task: Predict the product of the given reaction. (1) Given the reactants Br[C:2]1[CH:7]=[CH:6][C:5]([F:8])=[CH:4][C:3]=1[N:9]1[C:13]([CH3:14])=[N:12][C:11](C)=[N:10]1.[C:16]([Cu])#[N:17].FC1C=CC(C#N)=C(N2C=CC=N2)C=1.CCOC(C)=O.C(Cl)Cl, predict the reaction product. The product is: [F:8][C:5]1[CH:6]=[CH:7][C:2]([C:16]#[N:17])=[C:3]([N:9]2[C:13]([CH3:14])=[N:12][CH:11]=[N:10]2)[CH:4]=1. (2) Given the reactants N[C:2]1[CH:10]=[C:9]([C:11]([OH:13])=[O:12])[CH:8]=[CH:7][C:3]=1[C:4]([OH:6])=[O:5].N([O-])=O.[Na+].[ClH:18], predict the reaction product. The product is: [Cl:18][C:2]1[CH:10]=[C:9]([C:11]([OH:13])=[O:12])[CH:8]=[CH:7][C:3]=1[C:4]([OH:6])=[O:5].